This data is from Full USPTO retrosynthesis dataset with 1.9M reactions from patents (1976-2016). The task is: Predict the reactants needed to synthesize the given product. (1) Given the product [CH3:14][O:15][C:16]1[CH:22]=[C:21]([N:23]2[CH2:24][CH2:25][N:26]([CH3:29])[CH2:27][CH2:28]2)[CH:20]=[CH:19][C:17]=1[NH:18][C:2]1[C:11]2[C:10](=[O:12])[NH:9][CH:8]=[N:7][C:6]=2[CH:5]=[C:4]([Cl:13])[N:3]=1, predict the reactants needed to synthesize it. The reactants are: Cl[C:2]1[C:11]2[C:10](=[O:12])[NH:9][CH:8]=[N:7][C:6]=2[CH:5]=[C:4]([Cl:13])[N:3]=1.[CH3:14][O:15][C:16]1[CH:22]=[C:21]([N:23]2[CH2:28][CH2:27][N:26]([CH3:29])[CH2:25][CH2:24]2)[CH:20]=[CH:19][C:17]=1[NH2:18].C(N(CC)CC)C. (2) Given the product [CH2:22]([NH:29][CH2:19][CH:17]([OH:18])[CH2:16][O:15][C:12]1[CH:11]=[CH:10][C:9]([C:6]2[C:5]3[CH:20]=[CH:21][C:2]([F:1])=[CH:3][C:4]=3[O:8][N:7]=2)=[CH:14][CH:13]=1)[C:23]1[CH:28]=[CH:27][CH:26]=[CH:25][CH:24]=1, predict the reactants needed to synthesize it. The reactants are: [F:1][C:2]1[CH:21]=[CH:20][C:5]2[C:6]([C:9]3[CH:14]=[CH:13][C:12]([O:15][CH2:16][C@H:17]4[CH2:19][O:18]4)=[CH:11][CH:10]=3)=[N:7][O:8][C:4]=2[CH:3]=1.[CH2:22]([NH2:29])[C:23]1[CH:28]=[CH:27][CH:26]=[CH:25][CH:24]=1.C(O)C.Cl.